Dataset: Peptide-MHC class II binding affinity with 134,281 pairs from IEDB. Task: Regression. Given a peptide amino acid sequence and an MHC pseudo amino acid sequence, predict their binding affinity value. This is MHC class II binding data. (1) The peptide sequence is FVERSKAYSNCYPYD. The MHC is DRB1_0101 with pseudo-sequence DRB1_0101. The binding affinity (normalized) is 0.257. (2) The peptide sequence is AAATAGTTVYDAFAA. The MHC is HLA-DPA10103-DPB10401 with pseudo-sequence HLA-DPA10103-DPB10401. The binding affinity (normalized) is 0.0995. (3) The peptide sequence is ENEYATGAVRPFQAA. The MHC is DRB4_0101 with pseudo-sequence DRB4_0103. The binding affinity (normalized) is 0.149. (4) The peptide sequence is GMNPSHCNEMSWIQS. The MHC is HLA-DQA10101-DQB10501 with pseudo-sequence HLA-DQA10101-DQB10501. The binding affinity (normalized) is 0.0729. (5) The peptide sequence is LNSYDSIMDFDVSGV. The MHC is DRB1_0101 with pseudo-sequence DRB1_0101. The binding affinity (normalized) is 0.721. (6) The peptide sequence is VIGLYGNGILVGDNS. The MHC is HLA-DQA10303-DQB10402 with pseudo-sequence HLA-DQA10303-DQB10402. The binding affinity (normalized) is 0. (7) The peptide sequence is ATTEEQKLIEDINAS. The MHC is DRB1_1602 with pseudo-sequence DRB1_1602. The binding affinity (normalized) is 0.198. (8) The peptide sequence is KCRAPGGAKKPLRPR. The MHC is DRB1_1101 with pseudo-sequence DRB1_1101. The binding affinity (normalized) is 0.244.